Predict the reactants needed to synthesize the given product. From a dataset of Full USPTO retrosynthesis dataset with 1.9M reactions from patents (1976-2016). (1) Given the product [C:10]([N:14]1[CH2:19][CH2:18][N:17]([CH2:20][C:21]2[N:22]([CH3:37])[C:23]3[C:28]([N:29]=2)=[C:27]([N:30]2[CH2:35][CH2:34][O:33][CH2:32][CH2:31]2)[N:26]=[C:25]([N:1]2[C:5]4[CH:6]=[CH:7][CH:8]=[CH:9][C:4]=4[N:3]=[C:2]2[C:39]([F:44])([F:43])[F:38])[N:24]=3)[CH2:16][CH2:15]1)([CH3:13])([CH3:12])[CH3:11], predict the reactants needed to synthesize it. The reactants are: [N:1]1[C:5]2[CH:6]=[CH:7][CH:8]=[CH:9][C:4]=2[NH:3][CH:2]=1.[C:10]([N:14]1[CH2:19][CH2:18][N:17]([CH2:20][C:21]2[N:22]([CH3:37])[C:23]3[C:28]([N:29]=2)=[C:27]([N:30]2[CH2:35][CH2:34][O:33][CH2:32][CH2:31]2)[N:26]=[C:25](Cl)[N:24]=3)[CH2:16][CH2:15]1)([CH3:13])([CH3:12])[CH3:11].[F:38][C:39]([F:44])([F:43])C(O)=O. (2) Given the product [C:41]([O:40][C:39]([NH:38][C@@H:33]([CH2:34][O:35][CH2:36][CH3:37])[CH2:32][NH:31][C:2]1[CH:11]=[C:10]([C:12]#[N:13])[C:5]([C:6]([O:8][CH3:9])=[O:7])=[C:4]([NH:14][C:15]2[CH:16]=[C:17]([CH3:21])[CH:18]=[CH:19][CH:20]=2)[N:3]=1)=[O:45])([CH3:44])([CH3:43])[CH3:42], predict the reactants needed to synthesize it. The reactants are: Cl[C:2]1[CH:11]=[C:10]([C:12]#[N:13])[C:5]([C:6]([O:8][CH3:9])=[O:7])=[C:4]([NH:14][C:15]2[CH:16]=[C:17]([CH3:21])[CH:18]=[CH:19][CH:20]=2)[N:3]=1.CCN(C(C)C)C(C)C.[NH2:31][CH2:32][C@@H:33]([NH:38][C:39](=[O:45])[O:40][C:41]([CH3:44])([CH3:43])[CH3:42])[CH2:34][O:35][CH2:36][CH3:37]. (3) Given the product [CH:1]1[C:10]2[C:5](=[CH:6][CH:7]=[CH:8][CH:9]=2)[CH:4]=[CH:3][C:2]=1[C:11]1[CH:16]=[CH:15][N:14]=[C:13]([O:17][C@H:18]2[CH2:19][CH2:20][C@H:21]([CH2:24][NH2:25])[CH2:22][CH2:23]2)[N:12]=1, predict the reactants needed to synthesize it. The reactants are: [CH:1]1[C:10]2[C:5](=[CH:6][CH:7]=[CH:8][CH:9]=2)[CH:4]=[CH:3][C:2]=1[C:11]1[CH:16]=[CH:15][N:14]=[C:13]([O:17][C@H:18]2[CH2:23][CH2:22][C@H:21]([CH2:24][NH:25]C(=O)OC(C)(C)C)[CH2:20][CH2:19]2)[N:12]=1.